Dataset: Catalyst prediction with 721,799 reactions and 888 catalyst types from USPTO. Task: Predict which catalyst facilitates the given reaction. (1) Reactant: [N:1]1[CH:6]=[CH:5][C:4](/[CH:7]=[CH:8]/[C:9]([OH:11])=O)=[CH:3][CH:2]=1.C(Cl)(=O)C([Cl:15])=O. Product: [N:1]1[CH:6]=[CH:5][C:4](/[CH:7]=[CH:8]/[C:9]([Cl:15])=[O:11])=[CH:3][CH:2]=1. The catalyst class is: 120. (2) Reactant: C(O)C.O.O1CCOCC1.[C:11]([N:15]1[C:19]([C:20]([F:23])([F:22])[F:21])=[C:18]([C:24]([O:26]CC)=[O:25])[CH:17]=[N:16]1)([CH3:14])([CH3:13])[CH3:12].O.[OH-].[Li+]. Product: [C:11]([N:15]1[C:19]([C:20]([F:22])([F:23])[F:21])=[C:18]([C:24]([OH:26])=[O:25])[CH:17]=[N:16]1)([CH3:14])([CH3:12])[CH3:13]. The catalyst class is: 223. (3) Reactant: [CH3:1][O:2][C:3]1[CH:22]=[CH:21][C:6]([CH2:7][O:8][C@H:9]([C@H:11]([OH:20])[C@H:12]([CH:18]=[CH2:19])[CH2:13][CH2:14][CH:15]([CH3:17])[CH3:16])[CH3:10])=[CH:5][CH:4]=1.[H-].[Na+].[CH3:25][C:26]1[CH:31]=CC(S(OCC(C)C)(=O)=O)=C[CH:27]=1. Product: [CH2:25]([O:20][C@H:11]([C@H:12]([CH:18]=[CH2:19])[CH2:13][CH2:14][CH:15]([CH3:16])[CH3:17])[C@@H:9]([O:8][CH2:7][C:6]1[CH:5]=[CH:4][C:3]([O:2][CH3:1])=[CH:22][CH:21]=1)[CH3:10])[CH:26]([CH3:31])[CH3:27]. The catalyst class is: 3. (4) Reactant: [Si:1]([O:8][C@@H:9]1[C@H:13]([CH2:14][O:15][Si:16]([C:19]([CH3:22])([CH3:21])[CH3:20])([CH3:18])[CH3:17])[CH2:12][C@@H:11]([O:23][C:24]2[CH:29]=[C:28](Cl)[N:27]=[CH:26][N:25]=2)[CH2:10]1)([C:4]([CH3:7])([CH3:6])[CH3:5])([CH3:3])[CH3:2].[CH2:31]([Mg]Br)[C:32]1[CH:37]=[CH:36][CH:35]=[CH:34][CH:33]=1. Product: [CH2:31]([C:28]1[CH:29]=[C:24]([O:23][C@@H:11]2[CH2:12][C@@H:13]([CH2:9][O:8][Si:1]([C:4]([CH3:7])([CH3:5])[CH3:6])([CH3:2])[CH3:3])[C@@H:14]([O:15][Si:16]([C:19]([CH3:20])([CH3:21])[CH3:22])([CH3:18])[CH3:17])[CH2:10]2)[N:25]=[CH:26][N:27]=1)[C:32]1[CH:37]=[CH:36][CH:35]=[CH:34][CH:33]=1. The catalyst class is: 1. (5) Reactant: Cl[C:2]1[N:7]=[CH:6][C:5]([C:8]2[C:17]3[C:12](=[CH:13][C:14]([O:23][CH3:24])=[C:15]4[O:20][C:19]([CH3:22])([CH3:21])[CH2:18][C:16]4=3)[CH2:11][C:10]([CH3:26])([CH3:25])[N:9]=2)=[CH:4][CH:3]=1.[OH-:27].[Na+]. Product: [CH3:24][O:23][C:14]1[CH:13]=[C:12]2[C:17](=[C:16]3[CH2:18][C:19]([CH3:22])([CH3:21])[O:20][C:15]=13)[C:8]([C:5]1[CH:4]=[CH:3][C:2](=[O:27])[NH:7][CH:6]=1)=[N:9][C:10]([CH3:26])([CH3:25])[CH2:11]2. The catalyst class is: 33.